The task is: Predict the reactants needed to synthesize the given product.. This data is from Retrosynthesis with 50K atom-mapped reactions and 10 reaction types from USPTO. (1) Given the product C=CC(=O)N1CCSc2ccccc2C1, predict the reactants needed to synthesize it. The reactants are: C=CC(=O)Cl.c1ccc2c(c1)CNCCS2. (2) Given the product COC(=O)/C(=C\c1cc(C)c(N)c(Cl)c1)NC(C)=O, predict the reactants needed to synthesize it. The reactants are: C=C(NC(C)=O)C(=O)OC.Cc1cc(Br)cc(Cl)c1N. (3) Given the product C=CC[N+](CC=C)(CC=C)CCC(c1ccccc1)c1cc(C)ccc1O, predict the reactants needed to synthesize it. The reactants are: C=CCBr.C=CCN(CC=C)CCC(c1ccccc1)c1cc(C)ccc1O. (4) Given the product N#Cc1ccc2c(c1)S(=O)c1ccc(F)cc1C=C2, predict the reactants needed to synthesize it. The reactants are: N#Cc1ccc2c(c1)Sc1ccc(F)cc1C=C2.[OH-]. (5) Given the product Cc1cc(C(=O)NC(C)(C)C)ccc1Br, predict the reactants needed to synthesize it. The reactants are: CC(C)(C)N.Cc1cc(C(=O)O)ccc1Br. (6) The reactants are: CC(C)(C)OC(=O)N1CCC2(CC(O)CO2)C1.Cc1ccc(S(=O)(=O)Cl)cc1. Given the product Cc1ccc(S(=O)(=O)OC2COC3(CCN(C(=O)OC(C)(C)C)C3)C2)cc1, predict the reactants needed to synthesize it. (7) Given the product CCNc1ncccc1Nc1ccccc1, predict the reactants needed to synthesize it. The reactants are: CCNc1ncccc1N.Ic1ccccc1. (8) Given the product Cc1ccc(S(=O)(=O)Nc2cccc([N+](=O)[O-])c2N)cc1, predict the reactants needed to synthesize it. The reactants are: Cc1ccc(S(=O)(=O)Cl)cc1.Nc1cccc([N+](=O)[O-])c1N. (9) Given the product COc1cc(CC(=O)CCNCCOc2ccc(C(=O)O)cc2OC)ccc1NC(=O)Nc1ccccc1F, predict the reactants needed to synthesize it. The reactants are: CCOC(=O)c1ccc(OCCNCCC(=O)Cc2ccc(NC(=O)Nc3ccccc3F)c(OC)c2)c(OC)c1.